From a dataset of NCI-60 drug combinations with 297,098 pairs across 59 cell lines. Regression. Given two drug SMILES strings and cell line genomic features, predict the synergy score measuring deviation from expected non-interaction effect. (1) Drug 1: C1=NC2=C(N1)C(=S)N=CN2. Drug 2: N.N.Cl[Pt+2]Cl. Cell line: HS 578T. Synergy scores: CSS=22.8, Synergy_ZIP=-13.1, Synergy_Bliss=-11.2, Synergy_Loewe=-12.7, Synergy_HSA=-5.92. (2) Drug 1: CCCCCOC(=O)NC1=NC(=O)N(C=C1F)C2C(C(C(O2)C)O)O. Drug 2: CC1CCC2CC(C(=CC=CC=CC(CC(C(=O)C(C(C(=CC(C(=O)CC(OC(=O)C3CCCCN3C(=O)C(=O)C1(O2)O)C(C)CC4CCC(C(C4)OC)O)C)C)O)OC)C)C)C)OC. Cell line: IGROV1. Synergy scores: CSS=1.88, Synergy_ZIP=3.85, Synergy_Bliss=-1.28, Synergy_Loewe=-0.801, Synergy_HSA=-0.766. (3) Drug 1: CNC(=O)C1=CC=CC=C1SC2=CC3=C(C=C2)C(=NN3)C=CC4=CC=CC=N4. Drug 2: CC(CN1CC(=O)NC(=O)C1)N2CC(=O)NC(=O)C2. Cell line: K-562. Synergy scores: CSS=73.7, Synergy_ZIP=-7.12, Synergy_Bliss=-8.21, Synergy_Loewe=-10.8, Synergy_HSA=-6.42. (4) Drug 1: COC1=NC(=NC2=C1N=CN2C3C(C(C(O3)CO)O)O)N. Drug 2: CCCCC(=O)OCC(=O)C1(CC(C2=C(C1)C(=C3C(=C2O)C(=O)C4=C(C3=O)C=CC=C4OC)O)OC5CC(C(C(O5)C)O)NC(=O)C(F)(F)F)O. Cell line: EKVX. Synergy scores: CSS=31.4, Synergy_ZIP=9.92, Synergy_Bliss=14.3, Synergy_Loewe=8.45, Synergy_HSA=11.7.